From a dataset of Kir2.1 potassium channel HTS with 301,493 compounds. Binary Classification. Given a drug SMILES string, predict its activity (active/inactive) in a high-throughput screening assay against a specified biological target. (1) The compound is OC(C1CCCC1)(c1ccccc1)C#CCN1CCOCC1. The result is 0 (inactive). (2) The drug is s1s\c(=N/c2ccc(S(=O)(=O)NC(=O)C)cc2)c2c1C(Nc1c2cc(cc1)C)(C)C. The result is 0 (inactive). (3) The drug is S(=O)(=O)(N1CCCCC1)c1ccc(NC(=O)CSC(C)C(O)=O)cc1. The result is 0 (inactive). (4) The compound is O=C(NC1CCCc2n(ncc12)c1ccc(C(C)(C)C)cc1)CCn1ncnc1. The result is 0 (inactive). (5) The molecule is S(=O)(=O)(Nc1nc(ccn1)C)c1ccc(NC(=O)c2cc(OC)ccc2)cc1. The result is 0 (inactive). (6) The result is 0 (inactive). The drug is O(C(=O)CN1CCCCC1)CCCc1ccc(cc1)C.